From a dataset of Forward reaction prediction with 1.9M reactions from USPTO patents (1976-2016). Predict the product of the given reaction. (1) Given the reactants Br[C:2]1[CH:3]=[C:4]2[C:9](=[CH:10][CH:11]=1)[CH:8]=[C:7]([C:12]([NH:14][CH3:15])=[O:13])[CH:6]=[CH:5]2.CCCCCCC.C([Mg]CCCC)CCC.CCCCCC.C([Li])CCC.[C:43]([N:62]1[CH:66]=[C:65]([CH:67]=[O:68])[N:64]=[CH:63]1)([C:56]1[CH:61]=[CH:60][CH:59]=[CH:58][CH:57]=1)([C:50]1[CH:55]=[CH:54][CH:53]=[CH:52][CH:51]=1)[C:44]1[CH:49]=[CH:48][CH:47]=[CH:46][CH:45]=1.[Cl-].[NH4+], predict the reaction product. The product is: [OH:68][CH:67]([C:65]1[N:64]=[CH:63][N:62]([C:43]([C:44]2[CH:49]=[CH:48][CH:47]=[CH:46][CH:45]=2)([C:50]2[CH:51]=[CH:52][CH:53]=[CH:54][CH:55]=2)[C:56]2[CH:61]=[CH:60][CH:59]=[CH:58][CH:57]=2)[CH:66]=1)[C:2]1[CH:3]=[C:4]2[C:9](=[CH:10][CH:11]=1)[CH:8]=[C:7]([C:12]([NH:14][CH3:15])=[O:13])[CH:6]=[CH:5]2. (2) Given the reactants [C:1]([C:5]1[CH:42]=[CH:41][C:8]([CH2:9][N:10]2[C:14](=[O:15])[N:13]([CH2:16][CH3:17])[C:12]([CH2:18][CH2:19][CH2:20][C:21]3[CH:26]=[CH:25][C:24]([C:27]4[CH:32]=[CH:31][C:30]([CH:33]([OH:40])[C:34]([NH:36][CH:37]5[CH2:39][CH2:38]5)=[O:35])=[CH:29][CH:28]=4)=[CH:23][CH:22]=3)=[N:11]2)=[CH:7][CH:6]=1)([CH3:4])([CH3:3])[CH3:2].CC(OI1(OC(C)=O)(OC(C)=O)OC(=O)C2C=CC=CC1=2)=O, predict the reaction product. The product is: [C:1]([C:5]1[CH:42]=[CH:41][C:8]([CH2:9][N:10]2[C:14](=[O:15])[N:13]([CH2:16][CH3:17])[C:12]([CH2:18][CH2:19][CH2:20][C:21]3[CH:26]=[CH:25][C:24]([C:27]4[CH:28]=[CH:29][C:30]([C:33](=[O:40])[C:34]([NH:36][CH:37]5[CH2:38][CH2:39]5)=[O:35])=[CH:31][CH:32]=4)=[CH:23][CH:22]=3)=[N:11]2)=[CH:7][CH:6]=1)([CH3:2])([CH3:3])[CH3:4]. (3) Given the reactants [CH3:1][C:2]1[CH:7]=[CH:6][C:5]([S:8]([O:11][CH2:12][CH:13]2[CH2:17][C:16]3[CH:18]=[C:19]([Cl:26])[C:20]([CH2:23][CH:24]=[CH2:25])=[C:21]([OH:22])[C:15]=3[O:14]2)(=[O:10])=[O:9])=[CH:4][CH:3]=1.C(N(C(C)C)CC)(C)C.[F:36][C:37]([F:50])([F:49])[S:38](O[S:38]([C:37]([F:50])([F:49])[F:36])(=[O:40])=[O:39])(=[O:40])=[O:39].FC(F)(F)S(OC1C(OC)=CC(Cl)=CC=1CC=C)(=O)=O, predict the reaction product. The product is: [CH3:1][C:2]1[CH:7]=[CH:6][C:5]([S:8]([O:11][CH2:12][CH:13]2[CH2:17][C:16]3[CH:18]=[C:19]([Cl:26])[C:20]([CH2:23][CH:24]=[CH2:25])=[C:21]([O:22][S:38]([C:37]([F:50])([F:49])[F:36])(=[O:40])=[O:39])[C:15]=3[O:14]2)(=[O:9])=[O:10])=[CH:4][CH:3]=1. (4) Given the reactants C([Li])CCC.CCCCCC.Br[C:13]1[C:14]([O:29][CH2:30][CH2:31]Br)=[C:15]([C:20]2([CH3:28])[O:25]CC(C)(C)CO2)[CH:16]=[C:17]([Cl:19])[CH:18]=1, predict the reaction product. The product is: [C:20]([C:15]1[C:14]2[O:29][CH2:30][CH2:31][C:13]=2[CH:18]=[C:17]([Cl:19])[CH:16]=1)(=[O:25])[CH3:28]. (5) Given the reactants [Na+].[CH3:2][S:3]([O-:5])=[O:4].Br[C:7]1[CH:8]=[C:9]([CH2:14][OH:15])[CH:10]=[C:11]([F:13])[CH:12]=1, predict the reaction product. The product is: [F:13][C:11]1[CH:10]=[C:9]([CH2:14][OH:15])[CH:8]=[C:7]([S:3]([CH3:2])(=[O:5])=[O:4])[CH:12]=1. (6) Given the reactants [CH3:1][O:2][C:3]1[CH:8]=[CH:7][C:6](OC)=[CH:5][C:4]=1[CH2:11][C:12]([NH:14][C:15]1[CH:56]=[CH:55][C:18]([C:19]([N:21]([CH2:47][C:48]([O:50]C(C)(C)C)=[O:49])[CH2:22][C:23]2[CH:28]=[CH:27][C:26]([C:29]3[O:33][N:32]=[C:31]([C:34]4[CH:39]=[CH:38][C:37]([C:40]5[CH:45]=[CH:44][C:43]([CH3:46])=[CH:42][CH:41]=5)=[CH:36][CH:35]=4)[N:30]=3)=[CH:25][CH:24]=2)=[O:20])=[CH:17][CH:16]=1)=[O:13].[CH3:57][OH:58].[Li+].[OH-], predict the reaction product. The product is: [CH3:1][O:2][C:3]1[CH:8]=[CH:7][CH:6]=[C:5]([O:58][CH3:57])[C:4]=1[CH2:11][C:12]([NH:14][C:15]1[CH:16]=[CH:17][C:18]([C:19]([N:21]([CH2:47][C:48]([OH:50])=[O:49])[CH2:22][C:23]2[CH:28]=[CH:27][C:26]([C:29]3[O:33][N:32]=[C:31]([C:34]4[CH:35]=[CH:36][C:37]([C:40]5[CH:45]=[CH:44][C:43]([CH3:46])=[CH:42][CH:41]=5)=[CH:38][CH:39]=4)[N:30]=3)=[CH:25][CH:24]=2)=[O:20])=[CH:55][CH:56]=1)=[O:13].